Dataset: KCNQ2 potassium channel screen with 302,405 compounds. Task: Binary Classification. Given a drug SMILES string, predict its activity (active/inactive) in a high-throughput screening assay against a specified biological target. (1) The compound is Clc1cc(N2C(SCC(=O)N(CC)CC)=N/C(C2=O)=C\c2occc2)ccc1OC. The result is 0 (inactive). (2) The drug is s1nnc(C(=O)N(CC(=O)NC2CCCC2)Cc2ccc(F)cc2)c1. The result is 0 (inactive). (3) The compound is O(C(=O)C1CCN(CC1)C(=O)c1cc(OCC)c(OCC)cc1)CC. The result is 0 (inactive).